Dataset: Forward reaction prediction with 1.9M reactions from USPTO patents (1976-2016). Task: Predict the product of the given reaction. (1) Given the reactants C1(P(=[CH:20][C:21]([O:23][CH3:24])=[O:22])(C2C=CC=CC=2)C2C=CC=CC=2)C=CC=CC=1.[C:25]([O:29][C:30](=[O:54])[NH:31][CH:32](C=O)[CH2:33][C:34]1[C:42]2[C:37](=[CH:38][CH:39]=[CH:40][CH:41]=2)[N:36]([CH2:43][CH:44]=[CH:45][C:46]2[CH:51]=[CH:50][CH:49]=[CH:48][CH:47]=2)[CH:35]=1)([CH3:28])([CH3:27])[CH3:26].[CH2:55]1COCC1, predict the reaction product. The product is: [CH3:24][O:23][C:21](=[O:22])[CH:20]=[CH:55][C@H:32]([NH:31][C:30]([O:29][C:25]([CH3:27])([CH3:28])[CH3:26])=[O:54])[CH2:33][C:34]1[C:42]2[C:37](=[CH:38][CH:39]=[CH:40][CH:41]=2)[N:36]([CH2:43][CH:44]=[CH:45][C:46]2[CH:47]=[CH:48][CH:49]=[CH:50][CH:51]=2)[CH:35]=1. (2) The product is: [Cl:13][C:14]1[CH:15]=[CH:16][C:17]([C:20]2[CH:25]=[N:24][N:23]3[C:1](=[O:2])[NH:27][N:26]=[C:22]3[C:21]=2[C:28]2[CH:33]=[CH:32][N:31]=[CH:30][CH:29]=2)=[CH:18][CH:19]=1. Given the reactants [C:1](N1C=CN=C1)(N1C=CN=C1)=[O:2].[Cl:13][C:14]1[CH:19]=[CH:18][C:17]([C:20]2[C:21]([C:28]3[CH:33]=[CH:32][N:31]=[CH:30][CH:29]=3)=[C:22]([NH:26][NH2:27])[N:23]=[N:24][CH:25]=2)=[CH:16][CH:15]=1, predict the reaction product.